This data is from Forward reaction prediction with 1.9M reactions from USPTO patents (1976-2016). The task is: Predict the product of the given reaction. (1) Given the reactants C([O:3][C:4](=[O:33])[C:5]1[CH:10]=[C:9]([N:11]2[C:15]([CH3:16])=[CH:14][CH:13]=[C:12]2[C:17]2[CH:22]=[CH:21][CH:20]=[CH:19][C:18]=2[O:23][CH2:24][C:25]2[CH:30]=[CH:29][C:28]([Cl:31])=[C:27]([Cl:32])[CH:26]=2)[CH:8]=[N:7][CH:6]=1)C.C(O)C, predict the reaction product. The product is: [Cl:32][C:27]1[CH:26]=[C:25]([CH:30]=[CH:29][C:28]=1[Cl:31])[CH2:24][O:23][C:18]1[CH:19]=[CH:20][CH:21]=[CH:22][C:17]=1[C:12]1[N:11]([C:9]2[CH:8]=[N:7][CH:6]=[C:5]([CH:10]=2)[C:4]([OH:33])=[O:3])[C:15]([CH3:16])=[CH:14][CH:13]=1. (2) Given the reactants [CH3:1][C:2]([C:4]1[CH:9]=[CH:8][C:7]([I:10])=[CH:6][CH:5]=1)=[O:3].[N+:11]([C:14]1[CH:21]=[C:20]([N+:22]([O-:24])=[O:23])[CH:19]=[CH:18][C:15]=1[CH:16]=O)([O-:13])=[O:12].[OH-].[K+], predict the reaction product. The product is: [N+:11]([C:14]1[CH:21]=[C:20]([N+:22]([O-:24])=[O:23])[CH:19]=[CH:18][C:15]=1[CH:16]=[CH:1][C:2]([C:4]1[CH:9]=[CH:8][C:7]([I:10])=[CH:6][CH:5]=1)=[O:3])([O-:13])=[O:12]. (3) Given the reactants Cl[C:2]1[CH:11]=[C:10]([C:12]2[CH:17]=[CH:16][CH:15]=[CH:14][C:13]=2[CH3:18])[C:5]([C:6]([NH:8][CH3:9])=[O:7])=[CH:4][N:3]=1.[C:19]([O:23][C:24]([N:26]1[CH2:31][CH2:30][NH:29][CH2:28][CH2:27]1)=[O:25])([CH3:22])([CH3:21])[CH3:20].C(N(C(C)C)C(C)C)C, predict the reaction product. The product is: [C:19]([O:23][C:24]([N:26]1[CH2:31][CH2:30][N:29]([C:2]2[CH:11]=[C:10]([C:12]3[CH:17]=[CH:16][CH:15]=[CH:14][C:13]=3[CH3:18])[C:5]([C:6](=[O:7])[NH:8][CH3:9])=[CH:4][N:3]=2)[CH2:28][CH2:27]1)=[O:25])([CH3:22])([CH3:20])[CH3:21]. (4) Given the reactants [C:1]([O:5][C:6]([N:8]1[CH2:13][CH2:12][C:11]([CH3:15])([CH3:14])[CH2:10][CH:9]1[C:16]([OH:18])=O)=[O:7])([CH3:4])([CH3:3])[CH3:2].Cl.[NH2:20][C:21]1([C:24]2[CH:33]=[CH:32][C:27]([C:28]([O:30][CH3:31])=[O:29])=[CH:26][CH:25]=2)[CH2:23][CH2:22]1, predict the reaction product. The product is: [CH3:31][O:30][C:28]([C:27]1[CH:32]=[CH:33][C:24]([C:21]2([NH:20][C:16]([CH:9]3[CH2:10][C:11]([CH3:14])([CH3:15])[CH2:12][CH2:13][N:8]3[C:6]([O:5][C:1]([CH3:2])([CH3:3])[CH3:4])=[O:7])=[O:18])[CH2:22][CH2:23]2)=[CH:25][CH:26]=1)=[O:29]. (5) Given the reactants [F:1][C:2]1[CH:7]=[CH:6][CH:5]=[C:4]([F:8])[C:3]=1[CH:9]1[NH:14][C:13]2[CH:15]=[CH:16][C:17](B3OC(C)(C)C(C)(C)O3)=[CH:18][C:12]=2[O:11][CH2:10]1.[CH2:28]([C:30]1[S:34][C:33]([C:35]2[CH:40]=[CH:39][N:38]=[C:37]([CH2:41][CH3:42])[CH:36]=2)=[N:32][C:31]=1OS(C(F)(F)F)(=O)=O)[CH3:29], predict the reaction product. The product is: [F:8][C:4]1[CH:5]=[CH:6][CH:7]=[C:2]([F:1])[C:3]=1[CH:9]1[NH:14][C:13]2[CH:15]=[CH:16][C:17]([C:31]3[N:32]=[C:33]([C:35]4[CH:40]=[CH:39][N:38]=[C:37]([CH2:41][CH3:42])[CH:36]=4)[S:34][C:30]=3[CH2:28][CH3:29])=[CH:18][C:12]=2[O:11][CH2:10]1. (6) Given the reactants Br[C:2]1[CH:3]=[C:4]([CH2:8][CH2:9][CH2:10][NH:11][C:12](=[O:17])[C:13]([F:16])([F:15])[F:14])[CH:5]=[CH:6][CH:7]=1.[CH2:18]([C:20]([OH:25])([CH2:23][CH3:24])[C:21]#[CH:22])[CH3:19].C1(C)C=CC=CC=1P(C1C=CC=CC=1C)C1C=CC=CC=1C, predict the reaction product. The product is: [CH2:18]([C:20]([OH:25])([CH2:23][CH3:24])[CH2:21][CH2:22][C:2]1[CH:3]=[C:4]([CH2:8][CH2:9][CH2:10][NH:11][C:12](=[O:17])[C:13]([F:16])([F:15])[F:14])[CH:5]=[CH:6][CH:7]=1)[CH3:19]. (7) The product is: [OH:24][C@@H:21]1[CH2:22][CH2:23][N:19]([C:17](=[O:18])[CH2:16][O:15][C:13]2[C:12]3[C:7](=[CH:8][C:9]([CH3:25])=[CH:10][CH:11]=3)[N:6]=[C:5]([C:3]([OH:4])=[O:2])[CH:14]=2)[CH2:20]1. Given the reactants C[O:2][C:3]([C:5]1[CH:14]=[C:13]([O:15][CH2:16][C:17]([N:19]2[CH2:23][CH2:22][C@@H:21]([OH:24])[CH2:20]2)=[O:18])[C:12]2[C:7](=[CH:8][C:9]([CH3:25])=[CH:10][CH:11]=2)[N:6]=1)=[O:4].[OH-].[Na+], predict the reaction product. (8) Given the reactants [F:1][C:2]([F:10])([C:6]([F:9])([F:8])[F:7])[C:3]([NH2:5])=O.COC1C=CC(P2(SP(C3C=CC(OC)=CC=3)(=S)S2)=[S:20])=CC=1.C1COCC1.Br[CH2:39][C:40](=O)[C:41]([O:43][CH2:44][CH3:45])=[O:42], predict the reaction product. The product is: [F:1][C:2]([F:10])([C:3]1[S:20][CH:39]=[C:40]([C:41]([O:43][CH2:44][CH3:45])=[O:42])[N:5]=1)[C:6]([F:9])([F:8])[F:7].